Predict the reaction yield, written as a fraction of the theoretical maximum amount of product (1.0 means a 100% yield; for example, 0.34 means a 34% yield). From a dataset of Reaction yield outcomes from USPTO patents with 853,638 reactions. (1) The product is [I:1][C:2]1[CH:3]=[N:4][N:5]([CH2:10][CH2:11][OH:12])[CH:6]=1. The catalyst is CN(C=O)C. The yield is 0.640. The reactants are [I:1][C:2]1[CH:3]=[N:4][NH:5][CH:6]=1.[H-].[Na+].Br[CH2:10][CH2:11][OH:12]. (2) The catalyst is O1CCCC1. The product is [CH3:9][O:10][C:11](=[O:41])/[C:12](/[NH:13][C:14](=[O:34])[C:15]1[C:20]([CH3:21])=[CH:19][C:18]([C:22]([NH:24][CH2:25][C:26]2[CH:31]=[CH:30][CH:29]=[C:28]([OH:32])[CH:27]=2)=[O:23])=[CH:17][C:16]=1[Cl:33])=[CH:52]/[C:44]1[CH:43]=[N:42][C:51]2[C:46]([CH:45]=1)=[CH:47][CH:48]=[CH:49][CH:50]=2. The reactants are CN(C)C(N(C)C)=N.[CH3:9][O:10][C:11](=[O:41])[CH:12](P(OC)(OC)=O)[NH:13][C:14](=[O:34])[C:15]1[C:20]([CH3:21])=[CH:19][C:18]([C:22]([NH:24][CH2:25][C:26]2[CH:31]=[CH:30][CH:29]=[C:28]([OH:32])[CH:27]=2)=[O:23])=[CH:17][C:16]=1[Cl:33].[N:42]1[C:51]2[C:46](=[CH:47][CH:48]=[CH:49][CH:50]=2)[CH:45]=[C:44]([CH:52]=O)[CH:43]=1. The yield is 0.550.